Dataset: NCI-60 drug combinations with 297,098 pairs across 59 cell lines. Task: Regression. Given two drug SMILES strings and cell line genomic features, predict the synergy score measuring deviation from expected non-interaction effect. (1) Drug 1: CC12CCC(CC1=CCC3C2CCC4(C3CC=C4C5=CN=CC=C5)C)O. Drug 2: CC1=C2C(C(=O)C3(C(CC4C(C3C(C(C2(C)C)(CC1OC(=O)C(C(C5=CC=CC=C5)NC(=O)C6=CC=CC=C6)O)O)OC(=O)C7=CC=CC=C7)(CO4)OC(=O)C)O)C)OC(=O)C. Cell line: HOP-62. Synergy scores: CSS=38.2, Synergy_ZIP=-0.142, Synergy_Bliss=3.61, Synergy_Loewe=-14.3, Synergy_HSA=2.06. (2) Drug 1: C1=C(C(=O)NC(=O)N1)F. Drug 2: CC(C1=C(C=CC(=C1Cl)F)Cl)OC2=C(N=CC(=C2)C3=CN(N=C3)C4CCNCC4)N. Cell line: UACC-257. Synergy scores: CSS=21.0, Synergy_ZIP=-4.70, Synergy_Bliss=1.17, Synergy_Loewe=1.11, Synergy_HSA=1.22.